From a dataset of Full USPTO retrosynthesis dataset with 1.9M reactions from patents (1976-2016). Predict the reactants needed to synthesize the given product. (1) Given the product [NH:2]([C:3]1[CH:4]=[C:5]([CH:15]=[CH:16][CH:17]=1)[CH2:6][CH2:7][NH:8][C:9](=[O:14])[C:10]([F:11])([F:12])[F:13])[NH2:18], predict the reactants needed to synthesize it. The reactants are: Cl.[NH2:2][C:3]1[CH:4]=[C:5]([CH:15]=[CH:16][CH:17]=1)[CH2:6][CH2:7][NH:8][C:9](=[O:14])[C:10]([F:13])([F:12])[F:11].[N:18]([O-])=O.[Na+].O.O.Cl[Sn]Cl. (2) Given the product [CH2:7]([N:8]1[CH:12]=[CH:11][CH:10]=[C:9]1[CH2:13][CH3:14])[C:2]1[CH:3]=[CH:4][CH:5]=[CH:6][CH:1]=1, predict the reactants needed to synthesize it. The reactants are: [C:1]1(C2C=CC=CC=2)[CH:6]=[CH:5][CH:4]=[CH:3][C:2]=1[CH2:7][N:8]1[CH:12]=[CH:11][CH:10]=[C:9]1[CH2:13][CH3:14].C1(C2C=CC=CC=2)C=CC=CC=1CN.C(N(CC)CC)C. (3) The reactants are: [CH:1]([C:4]1[CH:9]=[CH:8][C:7]([S:10]([NH:13][C:14]2[CH:15]=[C:16]3[C:21](=[CH:22][CH:23]=2)[O:20][CH2:19][CH:18]([NH:24][C:25](=O)[CH2:26][CH3:27])[CH2:17]3)(=[O:12])=[O:11])=[CH:6][CH:5]=1)([CH3:3])[CH3:2].[H-].[H-].[H-].[H-].[Li+].[Al+3]. Given the product [CH:1]([C:4]1[CH:5]=[CH:6][C:7]([S:10]([NH:13][C:14]2[CH:15]=[C:16]3[C:21](=[CH:22][CH:23]=2)[O:20][CH2:19][CH:18]([NH:24][CH2:25][CH2:26][CH3:27])[CH2:17]3)(=[O:11])=[O:12])=[CH:8][CH:9]=1)([CH3:3])[CH3:2], predict the reactants needed to synthesize it. (4) Given the product [OH:49][NH:48][C:32](=[O:34])/[CH:31]=[CH:30]/[C:27]1[CH:28]=[CH:29][C:24](/[CH:23]=[CH:22]/[C:21](=[O:35])[C:18]2[CH:17]=[CH:16][C:15]([N:12]3[CH2:11][CH2:10][NH:9][CH2:14][CH2:13]3)=[CH:20][CH:19]=2)=[CH:25][N:26]=1, predict the reactants needed to synthesize it. The reactants are: Cl.C(OC([N:9]1[CH2:14][CH2:13][N:12]([C:15]2[CH:20]=[CH:19][C:18]([C:21](=[O:35])/[CH:22]=[CH:23]/[C:24]3[CH:25]=[N:26][C:27](/[CH:30]=[CH:31]/[C:32]([OH:34])=O)=[CH:28][CH:29]=3)=[CH:17][CH:16]=2)[CH2:11][CH2:10]1)=O)(C)(C)C.C(Cl)CCl.C1C=CC2[N:48]([OH:49])N=NC=2C=1.NOC1CCCCO1. (5) Given the product [Br:1][C:2]1[CH:3]=[CH:4][C:5]2[C:9]3([C:23](=[O:24])[NH:25][C:17](=[O:20])[NH:15]3)[CH2:8][S:7](=[O:12])(=[O:11])[C:6]=2[CH:13]=1, predict the reactants needed to synthesize it. The reactants are: [Br:1][C:2]1[CH:3]=[CH:4][C:5]2[C:9](=O)[CH2:8][S:7](=[O:12])(=[O:11])[C:6]=2[CH:13]=1.[C-]#[N:15].[K+].[C:17](=[O:20])([O-])[O-].[NH4+].[NH4+].[CH:23]([NH2:25])=[O:24]. (6) The reactants are: Br[CH2:2][CH2:3][CH2:4][C:5]1[CH:6]=[N:7][CH:8]=[CH:9][CH:10]=1.[CH3:11][C:12]1[CH:13]=[CH:14][CH:15]=[C:16]2[C:20]=1[NH:19][CH:18]=[CH:17]2. Given the product [CH3:11][C:12]1[CH:13]=[CH:14][CH:15]=[C:16]2[C:20]=1[N:19]([CH2:2][CH2:3][CH2:4][C:5]1[CH:6]=[N:7][CH:8]=[CH:9][CH:10]=1)[CH:18]=[CH:17]2, predict the reactants needed to synthesize it.